From a dataset of Catalyst prediction with 721,799 reactions and 888 catalyst types from USPTO. Predict which catalyst facilitates the given reaction. (1) Reactant: [ClH:1].[C:2]([C:4]1[CH:9]=[CH:8][C:7]([N:10]2[CH2:15][CH2:14][CH:13]([C:16]([N:18]3[CH2:23][C@H:22]([CH3:24])[NH:21][C@H:20]([CH3:25])[CH2:19]3)=[O:17])[CH2:12][CH2:11]2)=[CH:6][CH:5]=1)#[N:3].[C:26]1(=O)[CH2:29][CH2:28][CH2:27]1.C(O[BH-](OC(=O)C)OC(=O)C)(=O)C.[Na+].Cl. Product: [ClH:1].[CH:26]1([N:21]2[C@@H:20]([CH3:25])[CH2:19][N:18]([C:16]([CH:13]3[CH2:14][CH2:15][N:10]([C:7]4[CH:6]=[CH:5][C:4]([C:2]#[N:3])=[CH:9][CH:8]=4)[CH2:11][CH2:12]3)=[O:17])[CH2:23][C@H:22]2[CH3:24])[CH2:29][CH2:28][CH2:27]1. The catalyst class is: 2. (2) Reactant: CO[C:3]([C:5]1[C:6]([OH:35])=[C:7]2[C:12](=[C:13]([C:15]3[CH:16]=[N:17][CH:18]=[CH:19][CH:20]=3)[N:14]=1)[N:11]([CH2:21][C:22]1[CH:27]=[CH:26][CH:25]=[CH:24][CH:23]=1)[C:10](=[O:28])[C:9]([C:29]1[CH:34]=[CH:33][CH:32]=[CH:31][CH:30]=1)=[CH:8]2)=[O:4].[NH2:36][CH2:37][CH2:38][CH2:39][CH2:40][C:41]([OH:43])=[O:42].C[O-].[Na+]. Product: [CH2:21]([N:11]1[C:12]2[C:7](=[C:6]([OH:35])[C:5]([C:3]([NH:36][CH2:37][CH2:38][CH2:39][CH2:40][C:41]([OH:43])=[O:42])=[O:4])=[N:14][C:13]=2[C:15]2[CH:16]=[N:17][CH:18]=[CH:19][CH:20]=2)[CH:8]=[C:9]([C:29]2[CH:30]=[CH:31][CH:32]=[CH:33][CH:34]=2)[C:10]1=[O:28])[C:22]1[CH:23]=[CH:24][CH:25]=[CH:26][CH:27]=1. The catalyst class is: 250. (3) Reactant: [CH3:1][O:2][C:3](=[O:28])[C@@H:4]([NH:10][CH2:11][C:12]([O:20][C:21]1[CH:26]=[CH:25][CH:24]=[CH:23][C:22]=1[Cl:27])=[CH:13][C:14](OCCC)=[O:15])[CH2:5][C:6]([F:9])([F:8])[CH3:7]. Product: [CH3:1][O:2][C:3](=[O:28])[C@@H:4]([N:10]1[CH2:11][C:12]([O:20][C:21]2[CH:26]=[CH:25][CH:24]=[CH:23][C:22]=2[Cl:27])=[CH:13][C:14]1=[O:15])[CH2:5][C:6]([F:9])([F:8])[CH3:7]. The catalyst class is: 245. (4) Reactant: Cl.[C:2]([O:6][C:7](=[O:13])[NH:8][CH2:9][C@@H:10]([NH2:12])[CH3:11])([CH3:5])([CH3:4])[CH3:3].[Br:14][C@@H:15]([CH3:19])[C:16](O)=[O:17].Cl.C(N=C=NCCCN(C)C)C.O.ON1C2C=CC=CC=2N=N1.C(N1CCOCC1)C. Product: [C:2]([O:6][C:7](=[O:13])[NH:8][CH2:9][C@@H:10]([NH:12][C:16](=[O:17])[C@@H:15]([Br:14])[CH3:19])[CH3:11])([CH3:3])([CH3:5])[CH3:4]. The catalyst class is: 34. (5) Reactant: [C:1]([NH:8][C:9](=O)[CH2:10][NH2:11])([O:3][C:4]([CH3:7])([CH3:6])[CH3:5])=[O:2].CN(C([O:20]N1N=NC2C=CC=NC1=2)=[N+](C)C)C.F[P-](F)(F)(F)(F)F.CCN(C(C)C)C(C)C.[CH2:46]([O:48][C:49]1[C:54]([C:55]#[N:56])=[CH:53][C:52]([C:57]2[O:61][N:60]=[C:59]([C:62]3[CH:72]=[CH:71][C:65]4[CH2:66][CH2:67]N[CH2:69][CH2:70][C:64]=4[CH:63]=3)[N:58]=2)=[CH:51][N:50]=1)[CH3:47]. The catalyst class is: 3. Product: [C:55]([C:54]1[CH:53]=[C:52]([C:57]2[O:61][N:60]=[C:59]([C:62]3[CH:72]=[CH:71][C:65]4[CH2:66][CH2:67][N:11]([C:10](=[O:20])[CH2:9][NH:8][C:1](=[O:2])[O:3][C:4]([CH3:7])([CH3:6])[CH3:5])[CH2:69][CH2:70][C:64]=4[CH:63]=3)[N:58]=2)[CH:51]=[N:50][C:49]=1[O:48][CH2:46][CH3:47])#[N:56]. (6) Reactant: [F:1][C:2]1[CH:3]=[C:4]([N:9]2[C:13]([CH3:15])([CH3:14])[C:12](=[O:16])[N:11]([C:17]3[CH:24]=[CH:23][C:20]([C:21]#[N:22])=[C:19]([C:25]([F:28])([F:27])[F:26])[CH:18]=3)[C:10]2=[S:29])[CH:5]=[CH:6][C:7]=1[OH:8].S(O[CH:41]1[CH2:44][N:43]([C:45]([O:47][C:48]([CH3:51])([CH3:50])[CH3:49])=[O:46])[CH2:42]1)(C1C=CC(C)=CC=1)(=O)=O.C(=O)([O-])[O-].[K+].[K+].O. Product: [C:21]([C:20]1[CH:23]=[CH:24][C:17]([N:11]2[C:12](=[O:16])[C:13]([CH3:14])([CH3:15])[N:9]([C:4]3[CH:5]=[CH:6][C:7]([O:8][CH:41]4[CH2:42][N:43]([C:45]([O:47][C:48]([CH3:51])([CH3:50])[CH3:49])=[O:46])[CH2:44]4)=[C:2]([F:1])[CH:3]=3)[C:10]2=[S:29])=[CH:18][C:19]=1[C:25]([F:26])([F:27])[F:28])#[N:22]. The catalyst class is: 80. (7) Reactant: [S:1]1[C:5]2[CH:6]=[CH:7][C:8]([CH:10]([C:15]3[C:23]4[C:18](=[C:19]([CH2:24][S:25][CH3:26])[CH:20]=[CH:21][CH:22]=4)[NH:17][CH:16]=3)[CH2:11][CH2:12][C:13]#[N:14])=[CH:9][C:4]=2[CH:3]=[CH:2]1.ClCCl.ClC1C=CC=C(C(OO)=[O:38])C=1.CO. Product: [S:1]1[C:5]2[CH:6]=[CH:7][C:8]([CH:10]([C:15]3[C:23]4[C:18](=[C:19]([CH2:24][S:25]([CH3:26])=[O:38])[CH:20]=[CH:21][CH:22]=4)[NH:17][CH:16]=3)[CH2:11][CH2:12][C:13]#[N:14])=[CH:9][C:4]=2[CH:3]=[CH:2]1. The catalyst class is: 13. (8) Reactant: [F:1][C:2]1[CH:3]=[C:4]([CH:25]=[CH:26][CH:27]=1)[C:5]([NH:7][CH:8]([C:10]1[N:15]=[N:14][C:13]([NH:16][C:17]2[CH:22]=[CH:21][C:20]([O:23][CH3:24])=[CH:19][CH:18]=2)=[N:12][CH:11]=1)[CH3:9])=O.P(Cl)(Cl)(Cl)=O. Product: [F:1][C:2]1[CH:3]=[C:4]([C:5]2[N:15]3[C:10]([CH:11]=[N:12][C:13]([NH:16][C:17]4[CH:22]=[CH:21][C:20]([O:23][CH3:24])=[CH:19][CH:18]=4)=[N:14]3)=[C:8]([CH3:9])[N:7]=2)[CH:25]=[CH:26][CH:27]=1. The catalyst class is: 26. (9) The catalyst class is: 22. Product: [NH:16]1[C:17]2[C:22](=[CH:21][CH:20]=[CH:19][CH:18]=2)[C:14]([CH2:13][CH2:12][N:1]2[C:10]3[C:5](=[CH:6][CH:7]=[CH:8][CH:9]=3)[CH2:4][CH2:3][CH2:2]2)=[CH:15]1. Reactant: [NH:1]1[C:10]2[C:5](=[CH:6][CH:7]=[CH:8][CH:9]=2)[CH2:4][CH2:3][CH2:2]1.Br[CH2:12][CH2:13][C:14]1[C:22]2[C:17](=[CH:18][CH:19]=[CH:20][CH:21]=2)[NH:16][CH:15]=1. (10) Reactant: Br[C:2]1[C:3]([O:15][CH3:16])=[CH:4][C:5]([F:14])=[C:6]([NH:8][S:9]([CH2:12][CH3:13])(=[O:11])=[O:10])[CH:7]=1.[CH3:17][N:18]1[CH:27]=[C:26](B2OC(C)(C)C(C)(C)O2)[C:25]2[C:20](=[CH:21][CH:22]=[C:23]([C:37]3[CH:38]=[N:39][N:40]([CH3:42])[CH:41]=3)[CH:24]=2)[C:19]1=[O:43].[O-]P([O-])([O-])=O.[K+].[K+].[K+]. Product: [F:14][C:5]1[CH:4]=[C:3]([O:15][CH3:16])[C:2]([C:26]2[C:25]3[C:20](=[CH:21][CH:22]=[C:23]([C:37]4[CH:38]=[N:39][N:40]([CH3:42])[CH:41]=4)[CH:24]=3)[C:19](=[O:43])[N:18]([CH3:17])[CH:27]=2)=[CH:7][C:6]=1[NH:8][S:9]([CH2:12][CH3:13])(=[O:11])=[O:10]. The catalyst class is: 75.